From a dataset of Full USPTO retrosynthesis dataset with 1.9M reactions from patents (1976-2016). Predict the reactants needed to synthesize the given product. (1) Given the product [CH3:27][N:24]1[CH2:25][CH2:26][CH:21]([NH:20][C:17]([C:15]2[CH:16]=[C:2]([Cl:1])[CH:3]=[C:4]3[O:8][C:7]([C:9]4[CH:10]=[CH:11][CH:12]=[CH:13][CH:14]=4)=[N:6][C:5]=23)=[O:19])[CH2:22][CH2:23]1, predict the reactants needed to synthesize it. The reactants are: [Cl:1][C:2]1[CH:3]=[C:4]2[O:8][C:7]([C:9]3[CH:14]=[CH:13][CH:12]=[CH:11][CH:10]=3)=[N:6][C:5]2=[C:15]([C:17]([OH:19])=O)[CH:16]=1.[NH2:20][CH:21]1[CH2:26][CH2:25][N:24]([CH3:27])[CH2:23][CH2:22]1. (2) Given the product [C:1]([NH:12][C:13]1[N:18]=[CH:17][C:16](/[CH:19]=[CH:20]/[C:21]([N:23]([CH3:35])[CH2:24][C:25]2[N:26]([CH3:34])[C:27]3[C:32]([CH:33]=2)=[CH:31][CH:30]=[CH:29][CH:28]=3)=[O:22])=[CH:15][CH:14]=1)(=[O:5])/[CH:2]=[CH:3]/[CH3:4], predict the reactants needed to synthesize it. The reactants are: [C:1](O[C:1](=[O:5])/[CH:2]=[CH:3]/[CH3:4])(=[O:5])/[CH:2]=[CH:3]/[CH3:4].[NH2:12][C:13]1[N:18]=[CH:17][C:16](/[CH:19]=[CH:20]/[C:21]([N:23]([CH3:35])[CH2:24][C:25]2[N:26]([CH3:34])[C:27]3[C:32]([CH:33]=2)=[CH:31][CH:30]=[CH:29][CH:28]=3)=[O:22])=[CH:15][CH:14]=1.C(=O)(O)[O-].[Na+]. (3) Given the product [CH3:1][O:2][CH2:3][CH2:4][O:5][C:6]1[CH:7]=[C:8]([CH3:39])[C:9]([C:12]2[C:13]3[CH:20]=[C:19]([CH2:21][O:22][C:23]4[CH:28]=[CH:27][C:26]([C@@H:29]([C:36]#[C:37][CH3:38])[CH2:30][C:31]([OH:33])=[O:32])=[CH:25][CH:24]=4)[CH:18]=[CH:17][C:14]=3[S:15][CH:16]=2)=[N:10][CH:11]=1, predict the reactants needed to synthesize it. The reactants are: [CH3:1][O:2][CH2:3][CH2:4][O:5][C:6]1[CH:7]=[C:8]([CH3:39])[C:9]([C:12]2[C:13]3[CH:20]=[C:19]([CH2:21][O:22][C:23]4[CH:28]=[CH:27][C:26]([C@@H:29]([C:36]#[C:37][CH3:38])[CH2:30][C:31]([O:33]CC)=[O:32])=[CH:25][CH:24]=4)[CH:18]=[CH:17][C:14]=3[S:15][CH:16]=2)=[N:10][CH:11]=1.[Li+].[OH-].Cl.